This data is from Reaction yield outcomes from USPTO patents with 853,638 reactions. The task is: Predict the reaction yield, written as a fraction of the theoretical maximum amount of product (1.0 means a 100% yield; for example, 0.34 means a 34% yield). (1) The reactants are [CH2:1]([C:8]#[N:9])[C:2]1[CH:7]=[CH:6][CH:5]=[CH:4][CH:3]=1.[CH2:10]([OH:12])[CH3:11].[ClH:13]. The catalyst is O1CCOCC1. The product is [ClH:13].[CH2:10]([O:12][C:8](=[NH:9])[CH2:1][C:2]1[CH:7]=[CH:6][CH:5]=[CH:4][CH:3]=1)[CH3:11]. The yield is 1.00. (2) The reactants are C(OC(N=NC(OCC)=O)=O)C.[F:13][C:14]1[CH:15]=[C:16]([C@H:21]([N:26]2[C:34]3[C:29](=[CH:30][CH:31]=[CH:32][C:33]=3[F:35])[C:28]([CH3:37])([CH3:36])[C:27]2=[O:38])[C@H:22](O)[CH2:23][OH:24])[CH:17]=[C:18](F)[CH:19]=1.C1C=CC(P(C2C=CC=CC=2)C2C=CC=CC=2)=CC=1.CCCCCCC. The catalyst is C1(C)C=CC=CC=1. The product is [F:35][C:33]1[CH:32]=[CH:31][CH:30]=[C:29]2[C:34]=1[N:26]([C@@H:21]([C:16]1[CH:17]=[CH:18][CH:19]=[C:14]([F:13])[CH:15]=1)[C@H:22]1[CH2:23][O:24]1)[C:27](=[O:38])[C:28]2([CH3:36])[CH3:37]. The yield is 0.520.